From a dataset of NCI-60 drug combinations with 297,098 pairs across 59 cell lines. Regression. Given two drug SMILES strings and cell line genomic features, predict the synergy score measuring deviation from expected non-interaction effect. (1) Drug 1: CN1C2=C(C=C(C=C2)N(CCCl)CCCl)N=C1CCCC(=O)O.Cl. Drug 2: C1C(C(OC1N2C=NC3=C2NC=NCC3O)CO)O. Cell line: SF-268. Synergy scores: CSS=0.368, Synergy_ZIP=0.584, Synergy_Bliss=0.203, Synergy_Loewe=-1.51, Synergy_HSA=-1.15. (2) Drug 1: CC1=C2C(C(=O)C3(C(CC4C(C3C(C(C2(C)C)(CC1OC(=O)C(C(C5=CC=CC=C5)NC(=O)OC(C)(C)C)O)O)OC(=O)C6=CC=CC=C6)(CO4)OC(=O)C)OC)C)OC. Drug 2: CC12CCC3C(C1CCC2=O)CC(=C)C4=CC(=O)C=CC34C. Cell line: OVCAR-4. Synergy scores: CSS=60.2, Synergy_ZIP=-6.77, Synergy_Bliss=-12.1, Synergy_Loewe=-12.3, Synergy_HSA=-10.0. (3) Drug 1: CCC1(CC2CC(C3=C(CCN(C2)C1)C4=CC=CC=C4N3)(C5=C(C=C6C(=C5)C78CCN9C7C(C=CC9)(C(C(C8N6C=O)(C(=O)OC)O)OC(=O)C)CC)OC)C(=O)OC)O.OS(=O)(=O)O. Drug 2: CCN(CC)CCNC(=O)C1=C(NC(=C1C)C=C2C3=C(C=CC(=C3)F)NC2=O)C. Cell line: OVCAR3. Synergy scores: CSS=29.1, Synergy_ZIP=4.05, Synergy_Bliss=0.660, Synergy_Loewe=-36.3, Synergy_HSA=-0.537. (4) Drug 1: COC1=C(C=C2C(=C1)N=CN=C2NC3=CC(=C(C=C3)F)Cl)OCCCN4CCOCC4. Drug 2: CC12CCC3C(C1CCC2O)C(CC4=C3C=CC(=C4)O)CCCCCCCCCS(=O)CCCC(C(F)(F)F)(F)F. Cell line: MALME-3M. Synergy scores: CSS=22.3, Synergy_ZIP=-0.813, Synergy_Bliss=0.652, Synergy_Loewe=-0.101, Synergy_HSA=0.251. (5) Drug 1: CC1C(C(CC(O1)OC2CC(OC(C2O)C)OC3=CC4=CC5=C(C(=O)C(C(C5)C(C(=O)C(C(C)O)O)OC)OC6CC(C(C(O6)C)O)OC7CC(C(C(O7)C)O)OC8CC(C(C(O8)C)O)(C)O)C(=C4C(=C3C)O)O)O)O. Drug 2: COCCOC1=C(C=C2C(=C1)C(=NC=N2)NC3=CC=CC(=C3)C#C)OCCOC.Cl. Cell line: SF-295. Synergy scores: CSS=50.6, Synergy_ZIP=2.63, Synergy_Bliss=-6.11, Synergy_Loewe=-8.23, Synergy_HSA=-4.89. (6) Drug 1: C1C(C(OC1N2C=NC3=C2NC=NCC3O)CO)O. Drug 2: C(CCl)NC(=O)N(CCCl)N=O. Cell line: SK-MEL-2. Synergy scores: CSS=9.99, Synergy_ZIP=-5.73, Synergy_Bliss=1.93, Synergy_Loewe=-1.18, Synergy_HSA=0.173. (7) Synergy scores: CSS=25.0, Synergy_ZIP=-4.24, Synergy_Bliss=2.65, Synergy_Loewe=-2.93, Synergy_HSA=2.87. Drug 1: C1C(C(OC1N2C=NC3=C(N=C(N=C32)Cl)N)CO)O. Cell line: SNB-75. Drug 2: CC1=C(C(=O)C2=C(C1=O)N3CC4C(C3(C2COC(=O)N)OC)N4)N.